From a dataset of Catalyst prediction with 721,799 reactions and 888 catalyst types from USPTO. Predict which catalyst facilitates the given reaction. (1) Reactant: C[C@H]1CN[C@]2(O[C@H]3C[C@H]4[C@@H]5CC=C6C[C@@H](O)CC[C@]6(C)[C@H]5CC[C@]4(C)[C@H]3[C@@H]2C)CC1.S(=O)(=O)(O)O.[CH3:36][C:37]([C:39]1[C@@:43]2([CH3:61])[CH2:44][CH2:45][C@@H:46]3[C@@:51]4([CH3:60])[CH2:52][CH2:53][C@@H:54]([O:56][C:57]([CH3:59])=[O:58])[CH2:55][C:50]4=[CH:49][CH2:48][CH:47]3[C@@H:42]2[CH2:41][CH:40]=1)=[O:38]. Product: [CH3:36][C:37]([C:39]1[C@@:43]2([CH3:61])[CH2:44][CH2:45][C@@H:46]3[C@@:51]4([CH3:60])[CH2:52][CH2:53][C@H:54]([O:56][C:57]([CH3:59])=[O:58])[CH2:55][C:50]4=[CH:49][CH2:48][C@H:47]3[C@@H:42]2[CH2:41][CH:40]=1)=[O:38]. The catalyst class is: 147. (2) Reactant: [NH:1]1[CH2:4][CH:3]([N:5]2[C:9]3=[N:10][CH:11]=[N:12][C:13]([NH2:14])=[C:8]3[C:7]([C:15]3[CH:20]=[CH:19][C:18]([O:21][C:22]4[CH:27]=[CH:26][CH:25]=[CH:24][CH:23]=4)=[CH:17][CH:16]=3)=[N:6]2)[CH2:2]1.[CH3:28][N:29]([CH3:34])[CH2:30][C:31]([OH:33])=[O:32].Cl.CN(C)CCCN=C=NCC.CCN(C(C)C)C(C)C.ON1C2N=CC=CC=2N=N1. Product: [C:31]([OH:33])(=[O:32])[CH3:30].[NH2:14][C:13]1[N:12]=[CH:11][N:10]=[C:9]2[N:5]([CH:3]3[CH2:2][N:1]([C:31](=[O:32])[CH2:30][N:29]([CH3:34])[CH3:28])[CH2:4]3)[N:6]=[C:7]([C:15]3[CH:16]=[CH:17][C:18]([O:21][C:22]4[CH:27]=[CH:26][CH:25]=[CH:24][CH:23]=4)=[CH:19][CH:20]=3)[C:8]=12. The catalyst class is: 9. (3) Reactant: [NH2:1][C:2]1[CH:10]=[CH:9][CH:8]=[C:7]2[C:3]=1[C:4](=[O:20])[N:5]([CH:12]1[CH2:17][CH2:16][C:15](=[O:18])[NH:14][C:13]1=[O:19])[C:6]2=[O:11].[F:21][C:22]1[CH:23]=[C:24]([CH:28]=[CH:29][CH:30]=1)[C:25](Cl)=[O:26].CO. Product: [O:19]=[C:13]1[CH:12]([N:5]2[C:4](=[O:20])[C:3]3[C:7](=[CH:8][CH:9]=[CH:10][C:2]=3[NH:1][C:25](=[O:26])[C:24]3[CH:28]=[CH:29][CH:30]=[C:22]([F:21])[CH:23]=3)[C:6]2=[O:11])[CH2:17][CH2:16][C:15](=[O:18])[NH:14]1. The catalyst class is: 165. (4) Reactant: [NH2:1][C@H:2]([CH2:6][OH:7])[CH:3]([CH3:5])[CH3:4].[NH:8]([C:39]([O:41][CH2:42][CH:43]1[C:55]2[C:50](=[CH:51][CH:52]=[CH:53][CH:54]=2)[C:49]2[C:44]1=[CH:45][CH:46]=[CH:47][CH:48]=2)=[O:40])[C@H:9]([C:36]([OH:38])=[O:37])[CH2:10][CH2:11][CH2:12][CH2:13][NH:14][C:15]([C:30]1[CH:35]=[CH:34][CH:33]=[CH:32][CH:31]=1)([C:24]1[CH:29]=[CH:28][CH:27]=[CH:26][CH:25]=1)[C:16]1[CH:23]=[CH:22][C:19]([O:20][CH3:21])=[CH:18][CH:17]=1.CCOC1N(C(OCC)=O)C2C(=CC=CC=2)C=C1. Product: [NH:8]([C:39]([O:41][CH2:42][CH:43]1[C:55]2[C:50](=[CH:51][CH:52]=[CH:53][CH:54]=2)[C:49]2[C:44]1=[CH:45][CH:46]=[CH:47][CH:48]=2)=[O:40])[C@H:9]([C:36]([OH:38])=[O:37])[CH2:10][CH2:11][CH2:12][CH2:13][NH:14][C:15]([C:24]1[CH:29]=[CH:28][CH:27]=[CH:26][CH:25]=1)([C:30]1[CH:35]=[CH:34][CH:33]=[CH:32][CH:31]=1)[C:16]1[CH:17]=[CH:18][C:19]([O:20][CH3:21])=[CH:22][CH:23]=1.[NH2:1][C@H:2]([CH2:6][OH:7])[CH:3]([CH3:5])[CH3:4]. The catalyst class is: 4. (5) Reactant: [NH2:1][C:2]1[S:3][CH:4]=[CH:5][C:6]=1[C:7]([O:9][CH3:10])=[O:8].[CH3:11]OC(OC)N(C)C.[C:19]([CH2:21][C:22]([O:24][C:25]([CH3:28])([CH3:27])[CH3:26])=[O:23])#[N:20]. Product: [C:25]([O:24][C:22](=[O:23])/[C:21](/[C:19]#[N:20])=[CH:11]\[NH:1][C:2]1[S:3][CH:4]=[CH:5][C:6]=1[C:7]([O:9][CH3:10])=[O:8])([CH3:28])([CH3:27])[CH3:26]. The catalyst class is: 107. (6) Reactant: [I:1]I.C([Sn](CCCC)(CCCC)[C:8]1[CH:9]=[C:10]2[C:15](=[CH:16][CH:17]=1)[O:14][C:13]([C:18]1[CH:23]=[CH:22][C:21]([N:24]([CH3:26])[CH3:25])=[CH:20][CH:19]=1)=[CH:12][C:11]2=[O:27])CCC.S(=O)(O)[O-].[Na+]. Product: [I:1][C:8]1[CH:9]=[C:10]2[C:15](=[CH:16][CH:17]=1)[O:14][C:13]([C:18]1[CH:23]=[CH:22][C:21]([N:24]([CH3:26])[CH3:25])=[CH:20][CH:19]=1)=[CH:12][C:11]2=[O:27]. The catalyst class is: 22. (7) Reactant: [C:1]1([CH:7]([C:19]2[CH:24]=[CH:23][CH:22]=[CH:21][CH:20]=2)[O:8][CH:9]2[CH2:14][CH2:13][N:12]([CH2:15][CH2:16][CH2:17][OH:18])[CH2:11][CH2:10]2)[CH:6]=[CH:5][CH:4]=[CH:3][CH:2]=1.CC(C)([O-])C.[Na+].[C:31]([C:35]1[N:39]2[N:40]=[C:41](Cl)[CH:42]=[CH:43][C:38]2=[N:37][N:36]=1)([CH3:34])([CH3:33])[CH3:32]. The catalyst class is: 334. Product: [C:31]([C:35]1[N:39]2[N:40]=[C:41]([O:18][CH2:17][CH2:16][CH2:15][N:12]3[CH2:13][CH2:14][CH:9]([O:8][CH:7]([C:1]4[CH:2]=[CH:3][CH:4]=[CH:5][CH:6]=4)[C:19]4[CH:24]=[CH:23][CH:22]=[CH:21][CH:20]=4)[CH2:10][CH2:11]3)[CH:42]=[CH:43][C:38]2=[N:37][N:36]=1)([CH3:34])([CH3:32])[CH3:33].